This data is from Forward reaction prediction with 1.9M reactions from USPTO patents (1976-2016). The task is: Predict the product of the given reaction. (1) The product is: [OH:38][CH2:37][CH2:36][N:32]1[CH2:31][CH2:30][CH:29]([N:3]2[C:2](=[O:1])[C:7]([CH2:8][C:9]3[CH:10]=[CH:11][C:12]([C:15]4[C:16]([C:21]#[N:22])=[CH:17][CH:18]=[CH:19][CH:20]=4)=[CH:13][CH:14]=3)=[C:6]([CH2:23][CH2:24][CH3:25])[N:5]3[N:26]=[CH:27][N:28]=[C:4]23)[CH2:34][CH2:33]1. Given the reactants [O:1]=[C:2]1[C:7]([CH2:8][C:9]2[CH:14]=[CH:13][C:12]([C:15]3[C:16]([C:21]#[N:22])=[CH:17][CH:18]=[CH:19][CH:20]=3)=[CH:11][CH:10]=2)=[C:6]([CH2:23][CH2:24][CH3:25])[N:5]2[N:26]=[CH:27][N:28]=[C:4]2[N:3]1[CH:29]1[CH2:34][CH2:33][NH:32][CH2:31][CH2:30]1.Br[CH2:36][CH2:37][OH:38].C(=O)([O-])[O-].[Na+].[Na+].C(O)C, predict the reaction product. (2) Given the reactants F[C:2]1[CH:7]=[CH:6][CH:5]=[CH:4][C:3]=1[N+:8]([O-])=O.[CH3:11][CH:12]1[CH2:17][CH2:16][NH:15][CH2:14][CH2:13]1.C1CN([P+](Br)(N2CCCC2)N2CCCC2)CC1.F[P-](F)(F)(F)(F)F.[K+].[C:43]([C:45]1[N:46]=[C:47]([C:58]([O-])=[O:59])[N:48]([CH2:50][O:51][CH2:52][CH2:53][Si:54]([CH3:57])([CH3:56])[CH3:55])[CH:49]=1)#[N:44].CCN(C(C)C)C(C)C, predict the reaction product. The product is: [CH3:11][CH:12]1[CH2:17][CH2:16][N:15]([C:2]2[CH:7]=[CH:6][CH:5]=[CH:4][C:3]=2[NH:8][C:58]([C:47]2[N:48]([CH2:50][O:51][CH2:52][CH2:53][Si:54]([CH3:57])([CH3:56])[CH3:55])[CH:49]=[C:45]([C:43]#[N:44])[N:46]=2)=[O:59])[CH2:14][CH2:13]1. (3) Given the reactants [CH3:1][C:2]([NH:16]C(=O)OC(C)(C)C)([CH3:15])[CH2:3][C:4]1[O:8][N:7]=[C:6]([C:9]2[CH:14]=[CH:13][CH:12]=[CH:11][CH:10]=2)[N:5]=1.[ClH:24], predict the reaction product. The product is: [ClH:24].[CH3:15][C:2]([NH2:16])([CH3:1])[CH2:3][C:4]1[O:8][N:7]=[C:6]([C:9]2[CH:14]=[CH:13][CH:12]=[CH:11][CH:10]=2)[N:5]=1. (4) Given the reactants [F:1][C:2]1[CH:7]=[CH:6][CH:5]=[C:4]([F:8])[C:3]=1[OH:9].C1N2CN3CN(C2)CN1C3.FC(F)(F)[C:22](O)=[O:23], predict the reaction product. The product is: [F:1][C:2]1[CH:7]=[C:6]([CH:5]=[C:4]([F:8])[C:3]=1[OH:9])[CH:22]=[O:23]. (5) Given the reactants [F:1][C:2]1[CH:7]=[CH:6][CH:5]=[CH:4][C:3]=1[NH:8][C:9](=[O:13])[CH:10]=NO.[OH2:14], predict the reaction product. The product is: [F:1][C:2]1[CH:7]=[CH:6][CH:5]=[C:4]2[C:3]=1[NH:8][C:9](=[O:13])[C:10]2=[O:14]. (6) Given the reactants [N:1]1([C:7]2[N:8]=[C:9]([CH2:14][C:15]([O-:17])=O)[NH:10][C:11](=[O:13])[CH:12]=2)[CH2:6][CH2:5][O:4][CH2:3][CH2:2]1.[Na+].[NH2:19][C:20]1[CH:21]=[CH:22][C:23]([F:28])=[C:24]([CH2:26][OH:27])[CH:25]=1, predict the reaction product. The product is: [F:28][C:23]1[CH:22]=[CH:21][C:20]([NH:19][C:15](=[O:17])[CH2:14][C:9]2[NH:10][C:11](=[O:13])[CH:12]=[C:7]([N:1]3[CH2:2][CH2:3][O:4][CH2:5][CH2:6]3)[N:8]=2)=[CH:25][C:24]=1[CH2:26][OH:27]. (7) Given the reactants [F:1][C:2]1[CH:7]=[C:6]([F:8])[CH:5]=[CH:4][C:3]=1[CH2:9][CH2:10][C:11]1[N:12]([CH2:22][C:23](O)=[O:24])[C:13]2[C:18]([C:19](=[O:21])[N:20]=1)=[CH:17][CH:16]=[CH:15][CH:14]=2.[CH3:26][C:27]([N:34]1[CH2:39][CH2:38][CH:37]([NH:40][CH2:41][C:42]2[CH:47]=[CH:46][C:45]([C:48]3[CH:53]=[CH:52][C:51]([C:54]([F:57])([F:56])[F:55])=[CH:50][CH:49]=3)=[CH:44][CH:43]=2)[CH2:36][CH2:35]1)([CH3:33])[C:28]([O:30][CH2:31][CH3:32])=[O:29].CCN(C(C)C)C(C)C.CN(C(ON1N=NC2C=CC=NC1=2)=[N+](C)C)C.F[P-](F)(F)(F)(F)F, predict the reaction product. The product is: [F:1][C:2]1[CH:7]=[C:6]([F:8])[CH:5]=[CH:4][C:3]=1[CH2:9][CH2:10][C:11]1[N:12]([CH2:22][C:23]([N:40]([CH2:41][C:42]2[CH:47]=[CH:46][C:45]([C:48]3[CH:49]=[CH:50][C:51]([C:54]([F:56])([F:55])[F:57])=[CH:52][CH:53]=3)=[CH:44][CH:43]=2)[CH:37]2[CH2:36][CH2:35][N:34]([C:27]([CH3:26])([CH3:33])[C:28]([O:30][CH2:31][CH3:32])=[O:29])[CH2:39][CH2:38]2)=[O:24])[C:13]2[C:18]([C:19](=[O:21])[N:20]=1)=[CH:17][CH:16]=[CH:15][CH:14]=2. (8) Given the reactants [CH2:1]([O:3][C:4](=[O:43])[CH2:5][CH2:6][CH2:7][O:8][C:9]1[CH:14]=[CH:13][CH:12]=[C:11]([CH2:15][CH2:16][CH2:17][CH2:18][CH2:19][CH2:20][O:21][C:22]2[CH:27]=[C:26]([O:28][CH2:29][CH:30]3[CH2:34][CH2:33][CH2:32][CH2:31]3)[CH:25]=[C:24](Br)[CH:23]=2)[C:10]=1[CH2:36][CH2:37][C:38]([O:40][CH2:41][CH3:42])=[O:39])[CH3:2].[S:44]1[CH:48]=[CH:47][C:46](B(O)O)=[CH:45]1.C(=O)([O-])[O-].[Cs+].[Cs+], predict the reaction product. The product is: [CH2:1]([O:3][C:4](=[O:43])[CH2:5][CH2:6][CH2:7][O:8][C:9]1[CH:14]=[CH:13][CH:12]=[C:11]([CH2:15][CH2:16][CH2:17][CH2:18][CH2:19][CH2:20][O:21][C:22]2[CH:23]=[C:24]([C:46]3[CH:47]=[CH:48][S:44][CH:45]=3)[CH:25]=[C:26]([O:28][CH2:29][CH:30]3[CH2:34][CH2:33][CH2:32][CH2:31]3)[CH:27]=2)[C:10]=1[CH2:36][CH2:37][C:38]([O:40][CH2:41][CH3:42])=[O:39])[CH3:2]. (9) Given the reactants [S:1]1[C:5]2[CH2:6][CH2:7][CH2:8][CH2:9][C:4]=2[N:3]=[C:2]1[C:10]1[C:14]([C:15](O)=[O:16])=[CH:13][N:12]([CH2:18][O:19][CH2:20][CH2:21][Si:22]([CH3:25])([CH3:24])[CH3:23])[N:11]=1.[CH3:26][N:27]1[CH2:32][CH2:31][CH:30]([NH2:33])[CH2:29][CH2:28]1.CN(C(ON1N=NC2C=CC=NC1=2)=[N+](C)C)C.F[P-](F)(F)(F)(F)F.CCN(C(C)C)C(C)C, predict the reaction product. The product is: [CH3:26][N:27]1[CH2:32][CH2:31][CH:30]([NH:33][C:15]([C:14]2[C:10]([C:2]3[S:1][C:5]4[CH2:6][CH2:7][CH2:8][CH2:9][C:4]=4[N:3]=3)=[N:11][N:12]([CH2:18][O:19][CH2:20][CH2:21][Si:22]([CH3:23])([CH3:25])[CH3:24])[CH:13]=2)=[O:16])[CH2:29][CH2:28]1.